From a dataset of Forward reaction prediction with 1.9M reactions from USPTO patents (1976-2016). Predict the product of the given reaction. (1) Given the reactants [CH3:1][O:2][C:3]1[CH:4]=[CH:5][C:6]2[O:10][C:9]([CH:11]=[O:12])=[CH:8][C:7]=2[CH:13]=1.[BH4-].[Na+], predict the reaction product. The product is: [CH3:1][O:2][C:3]1[CH:4]=[CH:5][C:6]2[O:10][C:9]([CH2:11][OH:12])=[CH:8][C:7]=2[CH:13]=1. (2) Given the reactants Cl[C:2]1[C:7]([CH:8]([CH2:13][CH2:14][CH3:15])[C:9]([O:11][CH3:12])=[O:10])=[C:6]([CH3:16])[N:5]=[C:4]([N:17]2[CH2:22][CH2:21][CH2:20][CH2:19][CH2:18]2)[N:3]=1.[F:23][C:24]1[CH:25]=[C:26](B2OC(C)(C)C(C)(C)O2)[C:27]([CH3:34])=[C:28]2[C:33]=1[O:32][CH2:31][CH2:30][CH2:29]2, predict the reaction product. The product is: [F:23][C:24]1[CH:25]=[C:26]([C:2]2[C:7]([CH:8]([CH2:13][CH2:14][CH3:15])[C:9]([O:11][CH3:12])=[O:10])=[C:6]([CH3:16])[N:5]=[C:4]([N:17]3[CH2:22][CH2:21][CH2:20][CH2:19][CH2:18]3)[N:3]=2)[C:27]([CH3:34])=[C:28]2[C:33]=1[O:32][CH2:31][CH2:30][CH2:29]2. (3) Given the reactants [C:1](Cl)(=[O:4])[CH:2]=[CH2:3].[C:6]([O:11][CH2:12][CH2:13][OH:14])(=[O:10])[C:7]([CH3:9])=[CH2:8].C(N(CC)CC)C, predict the reaction product. The product is: [C:6]([O:11][CH2:12][CH2:13][O:14][C:1](=[O:4])[CH:2]=[CH2:3])(=[O:10])[C:7]([CH3:9])=[CH2:8]. (4) Given the reactants [OH-].C([N+](CCCC)(CCCC)CCCC)CCC.[NH:19]1[CH2:27][CH2:26][CH:22]([C:23]([O-:25])=[O:24])[CH2:21][CH2:20]1.C([N+](CCCC)(CCCC)CCCC)CCC.F[C:46]1[CH:51]=[CH:50][C:49]([N+:52]([O-:54])=[O:53])=[CH:48][CH:47]=1.C(=O)([O-])[O-].[K+].[K+].Cl, predict the reaction product. The product is: [N+:52]([C:49]1[CH:50]=[CH:51][C:46]([N:19]2[CH2:27][CH2:26][CH:22]([C:23]([OH:25])=[O:24])[CH2:21][CH2:20]2)=[CH:47][CH:48]=1)([O-:54])=[O:53]. (5) Given the reactants O=C1NC2C3C1(O)C[C@@H]1C(C=3C=CC=2)=C[C@@H](C(=O)O)CN1C.[CH2:23]([N:25]([CH2:47][CH2:48][C:49]([O:51]CC)=[O:50])[C:26]([C@@H:28]1[CH:43]=[C:42]2[C@@H:32]([CH2:33][C:34]3([OH:46])[C:44]4[C:37](=[CH:38][CH:39]=[CH:40][C:41]2=4)[NH:36][C:35]3=[O:45])[N:30]([CH3:31])[CH2:29]1)=[O:27])[CH3:24].[OH-].[K+].Cl, predict the reaction product. The product is: [CH2:23]([N:25]([CH2:47][CH2:48][C:49]([OH:51])=[O:50])[C:26]([C@@H:28]1[CH:43]=[C:42]2[C@@H:32]([CH2:33][C:34]3([OH:46])[C:44]4[C:37](=[CH:38][CH:39]=[CH:40][C:41]2=4)[NH:36][C:35]3=[O:45])[N:30]([CH3:31])[CH2:29]1)=[O:27])[CH3:24]. (6) Given the reactants [Cr](Cl)([O-])(=O)=O.[NH+]1C=CC=CC=1.[CH2:12]([O:14][C:15](=[O:39])[CH2:16][C:17]1([CH2:20][CH2:21][CH:22]([CH2:37][OH:38])[CH2:23][C:24]2[CH:36]=[CH:35][C:27]([C:28]([O:30][C:31]([CH3:34])([CH3:33])[CH3:32])=[O:29])=[CH:26][CH:25]=2)[CH2:19][CH2:18]1)[CH3:13], predict the reaction product. The product is: [CH2:12]([O:14][C:15](=[O:39])[CH2:16][C:17]1([CH2:20][CH2:21][CH:22]([CH:37]=[O:38])[CH2:23][C:24]2[CH:25]=[CH:26][C:27]([C:28]([O:30][C:31]([CH3:32])([CH3:33])[CH3:34])=[O:29])=[CH:35][CH:36]=2)[CH2:19][CH2:18]1)[CH3:13]. (7) Given the reactants [C:1]([O:5][C:6]([N:8]1[CH2:12][C@@H:11]([CH2:13][C@H:14]([CH2:18][C:19]2[CH:24]=[CH:23][C:22]([O:25][CH3:26])=[C:21]([O:27][CH2:28][CH2:29][CH2:30][O:31][CH3:32])[CH:20]=2)[CH:15]([CH3:17])[CH3:16])[C@H:10]([CH2:33][OH:34])[CH2:9]1)=[O:7])([CH3:4])([CH3:3])[CH3:2].CC(OI1(OC(C)=O)(OC(C)=O)OC(=O)C2C=CC=CC1=2)=O, predict the reaction product. The product is: [C:1]([O:5][C:6]([N:8]1[CH2:12][C@@H:11]([CH2:13][C@H:14]([CH2:18][C:19]2[CH:24]=[CH:23][C:22]([O:25][CH3:26])=[C:21]([O:27][CH2:28][CH2:29][CH2:30][O:31][CH3:32])[CH:20]=2)[CH:15]([CH3:16])[CH3:17])[C@H:10]([CH:33]=[O:34])[CH2:9]1)=[O:7])([CH3:4])([CH3:2])[CH3:3]. (8) The product is: [C:26]([C:8]1[CH:7]=[N:6][N:5]2[CH:29]=[C:2]([C:35]3[CH:34]=[N:33][N:32]([CH2:30][CH3:31])[CH:36]=3)[N:3]=[C:4]2[C:9]=1[NH:10][C@@H:11]1[CH2:16][CH2:15][N:14]([C:17]([O:19][C:20]([CH3:21])([CH3:22])[CH3:23])=[O:18])[CH2:13][C:12]1([CH3:24])[CH3:25])(=[O:28])[NH2:27]. Given the reactants Br[C:2]1[N:3]=[C:4]2[C:9]([NH:10][C@@H:11]3[CH2:16][CH2:15][N:14]([C:17]([O:19][C:20]([CH3:23])([CH3:22])[CH3:21])=[O:18])[CH2:13][C:12]3([CH3:25])[CH3:24])=[C:8]([C:26](=[O:28])[NH2:27])[CH:7]=[N:6][N:5]2[CH:29]=1.[CH2:30]([N:32]1[CH:36]=[C:35](B2OC(C)(C)C(C)(C)O2)[CH:34]=[N:33]1)[CH3:31].P([O-])([O-])([O-])=O.[K+].[K+].[K+], predict the reaction product.